From a dataset of Reaction yield outcomes from USPTO patents with 853,638 reactions. Predict the reaction yield, written as a fraction of the theoretical maximum amount of product (1.0 means a 100% yield; for example, 0.34 means a 34% yield). (1) The product is [CH3:1][O:2][C:3](=[O:21])[C:4]1[CH:9]=[CH:8][CH:7]=[C:6]([CH2:10][NH:11][CH2:12][C@H:13]([NH:20][CH:35]2[CH2:34][CH2:33][N:32]([CH2:31][C:29]3[CH:28]=[CH:27][C:26]4[N:25]([CH:24]=[CH:23][N:22]=4)[CH:30]=3)[CH2:37][CH2:36]2)[C:14]2[CH:15]=[CH:16][CH:17]=[CH:18][CH:19]=2)[CH:5]=1. No catalyst specified. The yield is 0.480. The reactants are [CH3:1][O:2][C:3](=[O:21])[C:4]1[CH:9]=[CH:8][CH:7]=[C:6]([CH2:10][NH:11][CH2:12][C@H:13]([NH2:20])[C:14]2[CH:19]=[CH:18][CH:17]=[CH:16][CH:15]=2)[CH:5]=1.[N:22]1[CH:23]=[CH:24][N:25]2[CH:30]=[C:29]([CH2:31][N:32]3[CH2:37][CH2:36][C:35](=O)[CH2:34][CH2:33]3)[CH:28]=[CH:27][C:26]=12. (2) The reactants are [NH2:1][C:2]1[CH:14]=[CH:13][C:5]([O:6][C@H:7]2[CH2:12][CH2:11][CH2:10][NH:9][CH2:8]2)=[CH:4][CH:3]=1.C([O-])([O-])=O.[K+].[K+].Cl[CH2:22][C:23]1[CH:31]=[CH:30][C:26]2[O:27][CH2:28][O:29][C:25]=2[CH:24]=1. The catalyst is CN(C=O)C.C(OCC)(=O)C.N[C@H](C(O)=O)CC1C=C2C(C=CC=C2)=CC=1. The product is [NH2:1][C:2]1[CH:14]=[CH:13][C:5]([O:6][C@H:7]2[CH2:12][CH2:11][CH2:10][N:9]([CH2:22][C:23]3[CH:31]=[CH:30][C:26]4[O:27][CH2:28][O:29][C:25]=4[CH:24]=3)[CH2:8]2)=[CH:4][CH:3]=1. The yield is 0.740. (3) The reactants are [CH3:1][O:2][C:3]1[CH:4]=[C:5]2[C:10](=[CH:11][C:12]=1[O:13][CH3:14])[N:9]=[CH:8][CH:7]=[C:6]2[O:15][C:16]1[C:22]([CH3:23])=[CH:21][C:19]([NH2:20])=[C:18]([CH3:24])[CH:17]=1.C(N(CC)CC)C.[C:32](Cl)(Cl)=[S:33].[CH:36]1([NH:42][NH2:43])[CH2:41][CH2:40][CH2:39][CH2:38][CH2:37]1. The catalyst is CN(C)C=O.C(OCC)(=O)C. The product is [CH3:1][O:2][C:3]1[CH:4]=[C:5]2[C:10](=[CH:11][C:12]=1[O:13][CH3:14])[N:9]=[CH:8][CH:7]=[C:6]2[O:15][C:16]1[C:22]([CH3:23])=[CH:21][C:19]([NH:20][C:32]([NH:43][NH:42][CH:36]2[CH2:41][CH2:40][CH2:39][CH2:38][CH2:37]2)=[S:33])=[C:18]([CH3:24])[CH:17]=1. The yield is 0.130. (4) The reactants are [CH3:1][C:2]1[CH:3]=[C:4]([C:14]2[NH:23][C:22](=[O:24])[C:21]3[C:16](=[CH:17][C:18]([O:27][CH3:28])=[CH:19]C=3OC)[N:15]=2)[CH:5]=[C:6]([CH3:13])[C:7]=1[O:8][CH2:9][CH2:10][NH:11][CH3:12].[CH:29]([O:31][CH3:32])=O.C[CH2:34][OH:35]. No catalyst specified. The product is [CH3:32][O:31][C:29]1[CH:19]=[C:18]([O:27][CH3:28])[CH:17]=[C:16]2[C:21]=1[C:22](=[O:24])[NH:23][C:14]([C:4]1[CH:5]=[C:6]([CH3:13])[C:7]([O:8][CH2:9][CH2:10][N:11]([CH3:12])[CH:34]=[O:35])=[C:2]([CH3:1])[CH:3]=1)=[N:15]2. The yield is 0.930. (5) The reactants are [OH-].[Na+].S(OC)(O[CH3:7])(=O)=O.[C:10]([O:14][C:15]([N:17]1[CH2:21][C@@H:20]([CH2:22][OH:23])[C@H:19]([CH2:24][O:25][Si:26]([C:29]([CH3:32])([CH3:31])[CH3:30])([CH3:28])[CH3:27])[CH2:18]1)=[O:16])([CH3:13])([CH3:12])[CH3:11]. The catalyst is [I-].C([N+](CCCC)(CCCC)CCCC)CCC.C(Cl)Cl.O. The product is [C:10]([O:14][C:15]([N:17]1[CH2:21][C@@H:20]([CH2:22][O:23][CH3:7])[C@H:19]([CH2:24][O:25][Si:26]([C:29]([CH3:32])([CH3:31])[CH3:30])([CH3:27])[CH3:28])[CH2:18]1)=[O:16])([CH3:13])([CH3:12])[CH3:11]. The yield is 0.440. (6) The reactants are [H-].[Na+].[F:3][C:4]1[CH:13]=[CH:12][CH:11]=[C:10]2[C:5]=1[C:6]([NH:14][C:15]1[CH:16]=[C:17]3[C:21](=[CH:22][CH:23]=1)[NH:20][N:19]=[CH:18]3)=[N:7][CH:8]=[N:9]2.Cl.[N:25]1[CH:30]=[CH:29][CH:28]=[CH:27][C:26]=1[CH2:31]Cl. The catalyst is CN(C=O)C. The product is [F:3][C:4]1[CH:13]=[CH:12][CH:11]=[C:10]2[C:5]=1[C:6]([NH:14][C:15]1[CH:16]=[C:17]3[C:21](=[CH:22][CH:23]=1)[N:20]([CH2:31][C:26]1[CH:27]=[CH:28][CH:29]=[CH:30][N:25]=1)[N:19]=[CH:18]3)=[N:7][CH:8]=[N:9]2. The yield is 0.410. (7) The reactants are [F:1][C:2]1[C:3]([NH:24][C@@H:25]2[CH2:30][CH2:29][CH2:28][N:27]([C:31](=[O:34])[CH:32]=[CH2:33])[CH2:26]2)=[N:4][C:5]([NH:8][C:9]2[CH:10]=[C:11]3[C:15](=[CH:16][CH:17]=2)[CH2:14][N:13]([CH:18]2[CH2:23][CH2:22][NH:21][CH2:20][CH2:19]2)[CH2:12]3)=[N:6][CH:7]=1.C=O.[BH3-][C:38]#N.[Na+]. The catalyst is CO. The product is [F:1][C:2]1[C:3]([NH:24][C@@H:25]2[CH2:30][CH2:29][CH2:28][N:27]([C:31](=[O:34])[CH:32]=[CH2:33])[CH2:26]2)=[N:4][C:5]([NH:8][C:9]2[CH:10]=[C:11]3[C:15](=[CH:16][CH:17]=2)[CH2:14][N:13]([CH:18]2[CH2:23][CH2:22][N:21]([CH3:38])[CH2:20][CH2:19]2)[CH2:12]3)=[N:6][CH:7]=1. The yield is 0.341.